This data is from Full USPTO retrosynthesis dataset with 1.9M reactions from patents (1976-2016). The task is: Predict the reactants needed to synthesize the given product. (1) The reactants are: [CH3:1][O:2][C:3]1[C:19]([CH3:20])=[C:18]([CH3:21])[C:17]([O:22][CH3:23])=[C:16]([CH3:24])[C:4]=1[CH2:5][C:6]1[CH:7]=[CH:8][C:9]([OH:15])=[C:10]([CH:14]=1)[C:11]([OH:13])=[O:12].[C:25](OC(=O)C)(=[O:27])[CH3:26]. Given the product [CH3:1][O:2][C:3]1[C:19]([CH3:20])=[C:18]([CH3:21])[C:17]([O:22][CH3:23])=[C:16]([CH3:24])[C:4]=1[CH2:5][C:6]1[CH:7]=[CH:8][C:9]([O:15][C:25](=[O:27])[CH3:26])=[C:10]([CH:14]=1)[C:11]([OH:13])=[O:12], predict the reactants needed to synthesize it. (2) Given the product [Cl:1][C:2]1[CH:3]=[C:4]([CH:19]=[CH:20][C:21]=1[C:22]([N:28]1[CH2:29][CH2:30][CH2:31][CH:26]([CH3:25])[CH2:27]1)=[O:23])[C:5]([NH:7][CH2:8][C:9]1[NH:13][C:12]2[CH:14]=[CH:15][C:16]([Cl:18])=[CH:17][C:11]=2[N:10]=1)=[O:6], predict the reactants needed to synthesize it. The reactants are: [Cl:1][C:2]1[CH:3]=[C:4]([CH:19]=[CH:20][C:21]=1[C:22](O)=[O:23])[C:5]([NH:7][CH2:8][C:9]1[NH:13][C:12]2[CH:14]=[CH:15][C:16]([Cl:18])=[CH:17][C:11]=2[N:10]=1)=[O:6].[CH3:25][CH:26]1[CH2:31][CH2:30][CH2:29][NH:28][CH2:27]1.CN(C(ON1N=NC2C=CC=CC1=2)=[N+](C)C)C.[B-](F)(F)(F)F.C(N(CC)CC)C. (3) Given the product [C:1]([O:5][C:6]([N:8]1[C:12]2[CH:13]=[CH:14][CH:15]=[CH:16][C:11]=2[N:10]=[C:9]1[CH:19]1[CH2:20][NH:21][CH:22]2[CH2:25][CH2:26][N:18]1[CH2:24][CH2:23]2)=[O:7])([CH3:4])([CH3:3])[CH3:2], predict the reactants needed to synthesize it. The reactants are: [C:1]([O:5][C:6]([N:8]1[C:12]2[CH:13]=[CH:14][CH:15]=[CH:16][C:11]=2[N:10]=[C:9]1Cl)=[O:7])([CH3:4])([CH3:3])[CH3:2].[N:18]12[CH2:26][CH2:25][CH:22]([CH2:23][CH2:24]1)[NH:21][CH2:20][CH2:19]2.C1(P(C2C=CC=CC=2)C2C=CC3C(=CC=CC=3)C=2C2C3C(=CC=CC=3)C=CC=2P(C2C=CC=CC=2)C2C=CC=CC=2)C=CC=CC=1.CC(C)([O-])C.[Na+]. (4) Given the product [Cl:19][C:15]1[CH:16]=[C:17]2[C:12](=[CH:13][CH:14]=1)[N:11]([CH2:20][CH2:21][C:22]([O:24][CH2:25][CH3:26])=[O:23])[C:10]([CH2:9][OH:8])=[CH:18]2, predict the reactants needed to synthesize it. The reactants are: [Si]([O:8][CH2:9][C:10]1[N:11]([CH2:20][CH2:21][C:22]([O:24][CH2:25][CH3:26])=[O:23])[C:12]2[C:17]([CH:18]=1)=[CH:16][C:15]([Cl:19])=[CH:14][CH:13]=2)(C(C)(C)C)(C)C.[F-].C([N+](CCCC)(CCCC)CCCC)CCC. (5) Given the product [NH2:12][C:13]1[CH:14]=[CH:15][CH:16]=[C:17]2[C:22]=1[CH2:21][CH:20]([OH:23])[CH2:19][CH2:18]2, predict the reactants needed to synthesize it. The reactants are: C1C2C(=CC=CC=2)[C@H](N)[C@@H]1O.[NH2:12][C:13]1[CH:14]=[CH:15][CH:16]=[C:17]2[C:22]=1[CH2:21][C:20](=[O:23])[CH2:19][CH2:18]2.[OH-].[K+]. (6) Given the product [Cl:1][C:2]1[CH:23]=[CH:22][CH:21]=[C:20]([C:24]([F:25])([F:26])[F:27])[C:3]=1[CH2:4][N:5]1[C:13]2[C:8](=[C:9]([F:18])[CH:10]=[C:11]([C:14]([OH:16])=[O:15])[CH:12]=2)[C:7]([I:19])=[N:6]1, predict the reactants needed to synthesize it. The reactants are: [Cl:1][C:2]1[CH:23]=[CH:22][CH:21]=[C:20]([C:24]([F:27])([F:26])[F:25])[C:3]=1[CH2:4][N:5]1[C:13]2[C:8](=[C:9]([F:18])[CH:10]=[C:11]([C:14]([O:16]C)=[O:15])[CH:12]=2)[C:7]([I:19])=[N:6]1.[OH-].[Na+].